From a dataset of Full USPTO retrosynthesis dataset with 1.9M reactions from patents (1976-2016). Predict the reactants needed to synthesize the given product. (1) Given the product [NH2:1][CH:4]1[CH2:10][CH2:9][CH2:8][N:7]([C:11]([O:13][CH2:14][C:15]2[CH:20]=[CH:19][CH:18]=[CH:17][CH:16]=2)=[O:12])[CH2:6][CH:5]1[OH:21], predict the reactants needed to synthesize it. The reactants are: [N:1]([CH:4]1[CH2:10][CH2:9][CH2:8][N:7]([C:11]([O:13][CH2:14][C:15]2[CH:20]=[CH:19][CH:18]=[CH:17][CH:16]=2)=[O:12])[CH2:6][CH:5]1[OH:21])=[N+]=[N-].C1C=CC(P(C2C=CC=CC=2)C2C=CC=CC=2)=CC=1. (2) Given the product [C:20]([C:7]([C:6]#[N:3])([CH3:26])[CH2:14][C:13]1[CH:16]=[CH:17][C:10]([CH:8]=[CH2:9])=[CH:11][CH:12]=1)#[N:21], predict the reactants needed to synthesize it. The reactants are: C([N:3]([CH2:6][CH3:7])CC)C.[CH:8]([C:10]1[CH:17]=[CH:16][C:13]([CH2:14]Cl)=[CH:12][CH:11]=1)=[CH2:9].CC(CC#N)(O)[C:20]#[N:21].[CH3:26]S(C)=O. (3) Given the product [CH3:13][C:14]([CH2:22][CH2:23][CH2:24][CH:25]([CH3:32])[CH2:26][CH2:27][CH2:28][CH:29]([CH3:31])[CH3:30])=[CH:15][CH2:16][CH2:17][C:18]([O:4][C:3]1[C:2]([O:8][C@H:7]([C@H:9]([CH2:11][OH:12])[OH:10])[C:5]=1[OH:6])=[O:1])=[O:19], predict the reactants needed to synthesize it. The reactants are: [O:1]=[C:2]1[O:8][C@H:7]([C@H:9]([CH2:11][OH:12])[OH:10])[C:5]([OH:6])=[C:3]1[OH:4].[CH3:13][C:14]([CH2:22][CH2:23][CH2:24][CH:25]([CH3:32])[CH2:26][CH2:27][CH2:28][CH:29]([CH3:31])[CH3:30])=[CH:15][CH2:16][CH2:17][C:18](OC)=[O:19].O. (4) Given the product [Cl:7][C:8]1[N:9]=[C:10]([CH3:15])[N:11]=[C:12]([NH:1][C:2]2[S:3][CH:4]=[CH:5][N:6]=2)[CH:13]=1, predict the reactants needed to synthesize it. The reactants are: [NH2:1][C:2]1[S:3][CH:4]=[CH:5][N:6]=1.[Cl:7][C:8]1[CH:13]=[C:12](Cl)[N:11]=[C:10]([CH3:15])[N:9]=1.CC([O-])(C)C.[K+].O. (5) Given the product [CH3:16][C:14]1[S:13][C:4]2[NH:5][C:6]3[CH:12]=[CH:11][CH:10]=[CH:9][C:7]=3[N:8]=[C:2]([N:1]3[CH2:22][CH2:23][N:18]([CH3:17])[CH2:19][CH2:20]3)[C:3]=2[CH:15]=1, predict the reactants needed to synthesize it. The reactants are: [NH2:1][C:2]1[C:3]2[CH:15]=[C:14]([CH3:16])[S:13][C:4]=2[NH:5][C:6]2[CH:12]=[CH:11][CH:10]=[CH:9][C:7]=2[N:8]=1.[CH3:17][N:18]1[CH2:23][CH2:22]N[CH2:20][CH2:19]1.C(O)C. (6) Given the product [CH2:13]([O:1][C:2]1[CH:3]=[C:4]([CH:9]=[C:10]([O:12][CH3:22])[CH:11]=1)[C:5]([O:7][CH3:8])=[O:6])[C:14]1[CH:19]=[CH:18][CH:17]=[CH:16][CH:15]=1, predict the reactants needed to synthesize it. The reactants are: [OH:1][C:2]1[CH:3]=[C:4]([CH:9]=[C:10]([OH:12])[CH:11]=1)[C:5]([O:7][CH3:8])=[O:6].[CH2:13](Br)[C:14]1[CH:19]=[CH:18][CH:17]=[CH:16][CH:15]=1.I[CH3:22]. (7) Given the product [CH:59]1([C@H:9]([NH:58][C:76](=[O:77])[C@H:70]([CH:69]([C:79]2[CH:84]=[CH:83][C:82]([F:85])=[CH:81][CH:80]=2)[C:68]2[CH:86]=[CH:87][C:65]([F:64])=[CH:66][CH:67]=2)[NH:71][C:72]([O:74][CH3:75])=[O:73])[CH2:10][CH2:11][CH2:12][C@H:13]([N:16]([S:17]([C:20]2[CH:25]=[CH:24][C:23]([C@@H:26]([OH:28])[CH3:27])=[CH:22][CH:21]=2)(=[O:19])=[O:18])[CH2:29][CH2:30][CH:31]([CH3:33])[CH3:32])[CH2:14][OH:15])[CH2:61][CH2:60]1, predict the reactants needed to synthesize it. The reactants are: C(O[CH2:9][CH2:10][CH2:11][CH2:12][C@H:13]([N:16]([CH2:29][CH2:30][CH:31]([CH3:33])[CH3:32])[S:17]([C:20]1[CH:25]=[CH:24][C:23]([C@@H:26]([OH:28])[CH3:27])=[CH:22][CH:21]=1)(=[O:19])=[O:18])[CH2:14][OH:15])C1C=CC=CC=1.[Si](Cl)(C(C)(C)C)(C1C=CC=CC=1)C1C=CC=CC=1.C([S@]([NH2:58])=O)(C)(C)C.[CH:59]1([Mg]Br)[CH2:61][CH2:60]1.[F:64][C:65]1[CH:87]=[CH:86][C:68]([CH:69]([C:79]2[CH:84]=[CH:83][C:82]([F:85])=[CH:81][CH:80]=2)[C@@H:70]([C:76](O)=[O:77])[NH:71][C:72]([O:74][CH3:75])=[O:73])=[CH:67][CH:66]=1.